From a dataset of Peptide-MHC class II binding affinity with 134,281 pairs from IEDB. Regression. Given a peptide amino acid sequence and an MHC pseudo amino acid sequence, predict their binding affinity value. This is MHC class II binding data. (1) The peptide sequence is GTVVMQVKVSKGAPC. The MHC is DRB1_0901 with pseudo-sequence DRB1_0901. The binding affinity (normalized) is 0.603. (2) The peptide sequence is GSDEKNLALSIKYNK. The MHC is HLA-DQA10101-DQB10501 with pseudo-sequence HLA-DQA10101-DQB10501. The binding affinity (normalized) is 0.0442. (3) The peptide sequence is AAATAGTTVYGAFAH. The MHC is HLA-DQA10501-DQB10301 with pseudo-sequence HLA-DQA10501-DQB10301. The binding affinity (normalized) is 0.678.